This data is from Reaction yield outcomes from USPTO patents with 853,638 reactions. The task is: Predict the reaction yield, written as a fraction of the theoretical maximum amount of product (1.0 means a 100% yield; for example, 0.34 means a 34% yield). (1) The reactants are [H-].[Na+].[NH2:3][C:4]1[N:12]=[CH:11][CH:10]=[CH:9][C:5]=1[C:6]([OH:8])=[O:7].I[CH2:14][CH3:15]. The catalyst is CN(C=O)C. The product is [CH2:14]([O:7][C:6](=[O:8])[C:5]1[CH:9]=[CH:10][CH:11]=[N:12][C:4]=1[NH2:3])[CH3:15]. The yield is 0.720. (2) The reactants are Cl[CH2:2][CH2:3][CH2:4][N:5]1[C:10]2[CH:11]=[CH:12][CH:13]=[CH:14][C:9]=2[O:8][CH2:7][C:6]1=[O:15].C([O-])([O-])=O.[K+].[K+].[Na+].[I-].[CH:24](=[C:28]1[CH2:34][CH:33]2[NH:35][CH:30]([CH2:31][CH2:32]2)[CH2:29]1)[CH2:25][CH2:26][CH3:27]. The catalyst is C(Cl)Cl.CO. The product is [CH:24](=[C:28]1[CH2:29][CH:30]2[N:35]([CH2:2][CH2:3][CH2:4][N:5]3[C:10]4[CH:11]=[CH:12][CH:13]=[CH:14][C:9]=4[O:8][CH2:7][C:6]3=[O:15])[CH:33]([CH2:32][CH2:31]2)[CH2:34]1)[CH2:25][CH2:26][CH3:27]. The yield is 0.410. (3) The reactants are [OH:1][C:2]1[CH:9]=[CH:8][C:5]([C:6]#[N:7])=[CH:4][C:3]=1[C:10]#[C:11][CH3:12].CCCC[N+](CCCC)(CCCC)CCCC.[F-]. The yield is 1.00. The product is [CH3:12][C:11]1[O:1][C:2]2[CH:9]=[CH:8][C:5]([C:6]#[N:7])=[CH:4][C:3]=2[CH:10]=1. The catalyst is C1COCC1.O1CCOCC1. (4) The reactants are C([Li])CCC.CCCCCC.C(NC(C)C)(C)C.[Cl:19][C:20]1[N:28]=[C:27]([Cl:29])[C:26]([F:30])=[CH:25][C:21]=1[C:22]([OH:24])=[O:23].CN([CH:34]=[O:35])C.Cl. The catalyst is C1COCC1. The product is [Cl:19][C:20]1[C:21]2[C:22](=[O:24])[O:23][CH:34]([OH:35])[C:25]=2[C:26]([F:30])=[C:27]([Cl:29])[N:28]=1. The yield is 0.677. (5) The reactants are C([O:3][CH:4](OCC)[C:5]1[CH:10]=[CH:9][C:8]([CH:11]2[NH:23][C:21]3[C:22]4[C:13](=[N:14][NH:15][C:16](=[O:24])[C:17]=4[CH:18]=[CH:19][CH:20]=3)[CH:12]2[C:25]2[CH:35]=[CH:34][C:28]([C:29]([N:31]([CH3:33])[CH3:32])=[O:30])=[CH:27][CH:26]=2)=[CH:7][CH:6]=1)C.FC(F)(F)C(O)=O. The catalyst is C(#N)C. The product is [CH:4]([C:5]1[CH:6]=[CH:7][C:8]([CH:11]2[NH:23][C:21]3[C:22]4[C:13](=[N:14][NH:15][C:16](=[O:24])[C:17]=4[CH:18]=[CH:19][CH:20]=3)[CH:12]2[C:25]2[CH:26]=[CH:27][C:28]([C:29]([N:31]([CH3:33])[CH3:32])=[O:30])=[CH:34][CH:35]=2)=[CH:9][CH:10]=1)=[O:3]. The yield is 0.910. (6) The reactants are [CH3:1][O:2][C:3]1[CH:4]=[C:5]2[C:10](=[CH:11][C:12]=1[O:13][CH3:14])[N:9]=[CH:8][N:7]=[C:6]2[O:15][C:16]1[CH:22]=[CH:21][C:19]([NH2:20])=[CH:18][CH:17]=1.C1(C)C=CC=CC=1.C(N(CC)CC)C.ClC(Cl)(O[C:41](=[O:47])[O:42][C:43](Cl)(Cl)Cl)Cl.[CH3:49][O:50][C:51]1[CH:52]=[C:53]([CH:59]=[CH:60][CH:61]=1)[O:54][CH2:55][CH2:56]CO. The catalyst is C(Cl)Cl. The product is [CH3:1][O:2][C:3]1[CH:4]=[C:5]2[C:10](=[CH:11][C:12]=1[O:13][CH3:14])[N:9]=[CH:8][N:7]=[C:6]2[O:15][C:16]1[CH:22]=[CH:21][C:19]([NH:20][C:41](=[O:47])[O:42][CH2:43][CH2:56][CH2:55][O:54][C:53]2[CH:59]=[CH:60][CH:61]=[C:51]([O:50][CH3:49])[CH:52]=2)=[CH:18][CH:17]=1. The yield is 0.650. (7) The reactants are [F:8][C:7]([F:10])([F:9])[C:6](O[C:6](=[O:11])[C:7]([F:10])([F:9])[F:8])=[O:11].[CH2:14]([O:16]/[CH:17]=[CH:18]/[CH3:19])[CH3:15].N1C=CC=CC=1. The catalyst is C(OCC)C. The product is [CH2:14]([O:16]/[CH:17]=[C:18](\[CH3:19])/[C:6](=[O:11])[C:7]([F:8])([F:9])[F:10])[CH3:15]. The yield is 0.600. (8) The reactants are [H-].[Na+].[C:3]([O:10][CH3:11])(=[O:9])[CH2:4][C:5]([O:7][CH3:8])=[O:6].[Br:12][C:13]([CH2:15]Br)=[CH2:14]. The catalyst is CN(P(N(C)C)(N(C)C)=O)C. The product is [Br:12][C:13](=[CH2:14])[CH2:15][CH:4]([C:3]([O:10][CH3:11])=[O:9])[C:5]([O:7][CH3:8])=[O:6]. The yield is 0.650. (9) The reactants are [Br:1][C:2]1[CH:7]=[CH:6][C:5]([C:8]2[C:9]3[CH:18]=[CH:17][N:16](S(C4C=CC(C)=CC=4)(=O)=O)[C:10]=3[C:11](=[O:15])[N:12]([CH3:14])[CH:13]=2)=[C:4]([O:29][CH3:30])[CH:3]=1.[OH-].[K+].O. The catalyst is [Br-].C([N+](C)(C)C)CCCCCCCCCCCCCCC.O1CCOCC1. The product is [Br:1][C:2]1[CH:7]=[CH:6][C:5]([C:8]2[C:9]3[CH:18]=[CH:17][NH:16][C:10]=3[C:11](=[O:15])[N:12]([CH3:14])[CH:13]=2)=[C:4]([O:29][CH3:30])[CH:3]=1. The yield is 0.730. (10) The reactants are Br[C:2]1[CH:7]=[CH:6][C:5]([C@@H:8]([N:10]2[CH2:15][CH2:14][C@:13]([CH2:23][C:24]([CH3:28])([CH3:27])[C:25]#[N:26])([C:16]3[CH:21]=[CH:20][C:19]([F:22])=[CH:18][CH:17]=3)[O:12][C:11]2=[O:29])[CH3:9])=[CH:4][CH:3]=1.[B:30]1([B:30]2[O:34][C:33]([CH3:36])([CH3:35])[C:32]([CH3:38])([CH3:37])[O:31]2)[O:34][C:33]([CH3:36])([CH3:35])[C:32]([CH3:38])([CH3:37])[O:31]1.CC([O-])=O.[K+]. The catalyst is CS(C)=O.C1C=CC(P(C2C=CC=CC=2)[C-]2C=CC=C2)=CC=1.C1C=CC(P(C2C=CC=CC=2)[C-]2C=CC=C2)=CC=1.Cl[Pd]Cl.[Fe+2]. The product is [F:22][C:19]1[CH:20]=[CH:21][C:16]([C@:13]2([CH2:23][C:24]([CH3:28])([CH3:27])[C:25]#[N:26])[O:12][C:11](=[O:29])[N:10]([C@H:8]([C:5]3[CH:6]=[CH:7][C:2]([B:30]4[O:34][C:33]([CH3:36])([CH3:35])[C:32]([CH3:38])([CH3:37])[O:31]4)=[CH:3][CH:4]=3)[CH3:9])[CH2:15][CH2:14]2)=[CH:17][CH:18]=1. The yield is 0.237.